This data is from Forward reaction prediction with 1.9M reactions from USPTO patents (1976-2016). The task is: Predict the product of the given reaction. (1) Given the reactants [Cl:1][C:2]1[CH:3]=[C:4]([C:12]2[O:16][N:15]=[C:14]([C:17]3[CH:18]=[CH:19][CH:20]=[C:21]4[C:25]=3[N:24]([CH3:26])[CH:23]=[C:22]4[CH:27]=[O:28])[N:13]=2)[CH:5]=[CH:6][C:7]=1[O:8][CH:9]([CH3:11])[CH3:10].[O-:29][Mn](=O)(=O)=O.[K+].[OH-].[K+], predict the reaction product. The product is: [Cl:1][C:2]1[CH:3]=[C:4]([C:12]2[O:16][N:15]=[C:14]([C:17]3[CH:18]=[CH:19][CH:20]=[C:21]4[C:25]=3[N:24]([CH3:26])[CH:23]=[C:22]4[C:27]([OH:29])=[O:28])[N:13]=2)[CH:5]=[CH:6][C:7]=1[O:8][CH:9]([CH3:10])[CH3:11]. (2) Given the reactants [F:1][C:2]1[CH:26]=[CH:25][C:5]([CH2:6][C:7]2O[C:10]([C:12]3[C:13]([O:23][CH3:24])=[C:14]4[C:19](=[O:20])[N:18]([CH3:21])[CH2:17][CH2:16][N:15]4[CH:22]=3)=[N:9][N:8]=2)=[CH:4][CH:3]=1.[CH2:27]([NH2:34])[C:28]1[CH:33]=[CH:32][CH:31]=[CH:30][CH:29]=1, predict the reaction product. The product is: [CH2:27]([N:34]1[C:7]([CH2:6][C:5]2[CH:25]=[CH:26][C:2]([F:1])=[CH:3][CH:4]=2)=[N:8][N:9]=[C:10]1[C:12]1[C:13]([O:23][CH3:24])=[C:14]2[C:19](=[O:20])[N:18]([CH3:21])[CH2:17][CH2:16][N:15]2[CH:22]=1)[C:28]1[CH:33]=[CH:32][CH:31]=[CH:30][CH:29]=1. (3) Given the reactants [C:1]([O:5][C:6](=[O:23])[NH:7][C:8]1[C:9]([CH3:22])=[C:10]([Br:21])[C:11]2[O:15][C:14]([CH3:17])([CH3:16])[CH:13](O)[C:12]=2[C:19]=1[CH3:20])([CH3:4])([CH3:3])[CH3:2].[CH3:24][NH:25][CH3:26], predict the reaction product. The product is: [C:1]([O:5][C:6](=[O:23])[NH:7][C:8]1[C:9]([CH3:22])=[C:10]([Br:21])[C:11]2[O:15][C:14]([CH3:17])([CH3:16])[CH:13]([N:25]([CH3:26])[CH3:24])[C:12]=2[C:19]=1[CH3:20])([CH3:4])([CH3:3])[CH3:2]. (4) Given the reactants [Br:1][C:2]1[CH:7]=[CH:6][C:5]([C@H:8]([C:20]2[CH:25]=[CH:24][CH:23]=[CH:22][C:21]=2[CH3:26])[CH2:9][C:10]([C:12]2[CH:13]=[CH:14][C:15](=[O:19])[N:16]([CH3:18])[CH:17]=2)=O)=[CH:4][CH:3]=1.Cl.[NH2:28][OH:29].C([O-])(O)=O.[Na+], predict the reaction product. The product is: [Br:1][C:2]1[CH:7]=[CH:6][C:5]([C@H:8]([C:20]2[CH:25]=[CH:24][CH:23]=[CH:22][C:21]=2[CH3:26])[CH2:9]/[C:10](/[C:12]2[CH:13]=[CH:14][C:15](=[O:19])[N:16]([CH3:18])[CH:17]=2)=[N:28]\[OH:29])=[CH:4][CH:3]=1. (5) Given the reactants [OH:1][C:2]1[CH:9]=[CH:8][C:7]([N+:10]([O-:12])=[O:11])=[CH:6][C:3]=1[CH:4]=[O:5].[BH4-].[Na+].Cl, predict the reaction product. The product is: [OH:5][CH2:4][C:3]1[CH:6]=[C:7]([N+:10]([O-:12])=[O:11])[CH:8]=[CH:9][C:2]=1[OH:1].